This data is from Forward reaction prediction with 1.9M reactions from USPTO patents (1976-2016). The task is: Predict the product of the given reaction. (1) Given the reactants [NH2:1][CH2:2][C@@H:3]1[CH2:8][CH2:7][C@H:6]([C:9]([O:11][CH2:12][CH2:13][CH2:14][CH3:15])=[O:10])[CH2:5][CH2:4]1.[C:16](O[C:16]([O:18][C:19]([CH3:22])([CH3:21])[CH3:20])=[O:17])([O:18][C:19]([CH3:22])([CH3:21])[CH3:20])=[O:17], predict the reaction product. The product is: [C:19]([O:18][C:16]([NH:1][CH2:2][C@@H:3]1[CH2:4][CH2:5][C@H:6]([C:9]([O:11][CH2:12][CH2:13][CH2:14][CH3:15])=[O:10])[CH2:7][CH2:8]1)=[O:17])([CH3:22])([CH3:21])[CH3:20]. (2) Given the reactants C(NC1C=CC(C2C=C3C(CN([C@@H](C(C)C)C(OC)=O)C3=O)=CC=2)=CC=1)(=O)C1C=CC=CC=1.[NH2:34][C:35]1[CH:40]=[CH:39][C:38]([C:41]2[CH:49]=[C:48]3[C:44]([CH2:45][N:46]([C@@H:51]([CH:56]([CH3:58])[CH3:57])[C:52]([O:54][CH3:55])=[O:53])[C:47]3=[O:50])=[CH:43][CH:42]=2)=[CH:37][CH:36]=1.[F:59][C:60]1[CH:68]=[CH:67][C:63]([C:64](Cl)=[O:65])=[C:62]([C:69]([F:72])([F:71])[F:70])[CH:61]=1, predict the reaction product. The product is: [F:59][C:60]1[CH:68]=[CH:67][C:63]([C:64]([NH:34][C:35]2[CH:36]=[CH:37][C:38]([C:41]3[CH:49]=[C:48]4[C:44]([CH2:45][N:46]([C@@H:51]([CH:56]([CH3:58])[CH3:57])[C:52]([O:54][CH3:55])=[O:53])[C:47]4=[O:50])=[CH:43][CH:42]=3)=[CH:39][CH:40]=2)=[O:65])=[C:62]([C:69]([F:70])([F:71])[F:72])[CH:61]=1. (3) Given the reactants [CH2:1]([C:13]1[CH:19]=[CH:18][C:16]([NH2:17])=[CH:15][CH:14]=1)[CH2:2][CH2:3][CH2:4][CH2:5][CH2:6][CH2:7][CH2:8][CH2:9][CH2:10][CH2:11][CH3:12].[S-:20][C:21]#[N:22].[K+].BrBr.O, predict the reaction product. The product is: [NH2:22][C:21]1[S:20][C:18]2[CH:19]=[C:13]([CH2:1][CH2:2][CH2:3][CH2:4][CH2:5][CH2:6][CH2:7][CH2:8][CH2:9][CH2:10][CH2:11][CH3:12])[CH:14]=[CH:15][C:16]=2[N:17]=1. (4) Given the reactants Br[CH2:2][CH2:3][C:4]([CH3:14])([S:10]([CH3:13])(=[O:12])=[O:11])[C:5]([O:7][CH2:8][CH3:9])=[O:6].[CH2:15]([O:22][C:23]1[CH:28]=[CH:27][N:26]=[C:25]([OH:29])[CH:24]=1)[C:16]1[CH:21]=[CH:20][CH:19]=[CH:18][CH:17]=1.C(=O)([O-])[O-].[Cs+].[Cs+], predict the reaction product. The product is: [CH2:15]([O:22][C:23]1[CH:28]=[CH:27][N:26]([CH2:2][CH2:3][C:4]([CH3:14])([S:10]([CH3:13])(=[O:12])=[O:11])[C:5]([O:7][CH2:8][CH3:9])=[O:6])[C:25](=[O:29])[CH:24]=1)[C:16]1[CH:17]=[CH:18][CH:19]=[CH:20][CH:21]=1. (5) Given the reactants Br[C:2]1[CH:16]=[CH:15][C:5]([O:6][CH2:7][CH2:8][N:9]2[CH2:14][CH2:13][CH2:12][CH2:11][CH2:10]2)=[CH:4][CH:3]=1.[CH2:17]([Li])CCC.[C:22]([Si:26]([CH3:56])([CH3:55])[O:27][C:28]1[CH:29]=[CH:30][C:31]2[C:32]3[C:45](=[O:46])[O:44][C:43]4[CH:42]=[C:41]([O:47][Si:48]([C:51]([CH3:54])([CH3:53])[CH3:52])([CH3:50])[CH3:49])[CH:40]=[CH:39][C:38]=4[C:33]=3[CH2:34][O:35][C:36]=2[CH:37]=1)([CH3:25])([CH3:24])[CH3:23].C[Mg]Br, predict the reaction product. The product is: [C:51]([Si:48]([CH3:50])([CH3:49])[O:47][C:41]1[CH:40]=[CH:39][C:38]([C:33]2[CH2:34][O:35][C:36]3[C:31]([C:32]=2[C:45]([OH:46])([C:2]2[CH:16]=[CH:15][C:5]([O:6][CH2:7][CH2:8][N:9]4[CH2:14][CH2:13][CH2:12][CH2:11][CH2:10]4)=[CH:4][CH:3]=2)[CH3:17])=[CH:30][CH:29]=[C:28]([O:27][Si:26]([C:22]([CH3:23])([CH3:25])[CH3:24])([CH3:55])[CH3:56])[CH:37]=3)=[C:43]([OH:44])[CH:42]=1)([CH3:54])([CH3:52])[CH3:53]. (6) Given the reactants [OH:1][C:2]1([CH2:14][CH2:15][OH:16])[CH2:6][CH2:5][N:4]([C:7]([O:9][C:10]([CH3:13])([CH3:12])[CH3:11])=[O:8])[CH2:3]1.[C:17]1([CH3:27])[CH:22]=[CH:21][C:20]([S:23](Cl)(=[O:25])=[O:24])=[CH:19][CH:18]=1, predict the reaction product. The product is: [OH:1][C:2]1([CH2:14][CH2:15][O:16][S:23]([C:20]2[CH:21]=[CH:22][C:17]([CH3:27])=[CH:18][CH:19]=2)(=[O:25])=[O:24])[CH2:6][CH2:5][N:4]([C:7]([O:9][C:10]([CH3:11])([CH3:12])[CH3:13])=[O:8])[CH2:3]1.